From a dataset of Reaction yield outcomes from USPTO patents with 853,638 reactions. Predict the reaction yield, written as a fraction of the theoretical maximum amount of product (1.0 means a 100% yield; for example, 0.34 means a 34% yield). The reactants are Cl.[CH3:2][C:3]1([CH3:16])[CH2:8][O:7][C:6]2([CH2:13][CH2:12][CH:11]([NH:14][CH3:15])[CH2:10][CH2:9]2)[O:5][CH2:4]1.CCN(CC)CC.[C:32](O[C:32]([O:34][C:35]([CH3:38])([CH3:37])[CH3:36])=[O:33])([O:34][C:35]([CH3:38])([CH3:37])[CH3:36])=[O:33]. The catalyst is CN(C1C=CN=CC=1)C.C1COCC1.C([O-])(O)=O.[Na+]. The product is [C:35]([O:34][C:32](=[O:33])[N:14]([CH:11]1[CH2:10][CH2:9][C:6]2([O:5][CH2:4][C:3]([CH3:16])([CH3:2])[CH2:8][O:7]2)[CH2:13][CH2:12]1)[CH3:15])([CH3:36])([CH3:37])[CH3:38]. The yield is 0.990.